Dataset: Reaction yield outcomes from USPTO patents with 853,638 reactions. Task: Predict the reaction yield, written as a fraction of the theoretical maximum amount of product (1.0 means a 100% yield; for example, 0.34 means a 34% yield). The yield is 0.450. The product is [CH3:1][C:2]1[N:3]=[CH:4][C:5]([C:8]([N:22]=[N+:23]=[N-:24])=[O:10])=[N:6][CH:7]=1. The reactants are [CH3:1][C:2]1[N:3]=[CH:4][C:5]([C:8]([OH:10])=O)=[N:6][CH:7]=1.C(Cl)(=O)C(Cl)=O.CN(C)C=O.[N-:22]=[N+:23]=[N-:24].[Na+]. The catalyst is C(Cl)Cl.CC(C)=O.O.